This data is from Forward reaction prediction with 1.9M reactions from USPTO patents (1976-2016). The task is: Predict the product of the given reaction. The product is: [Cl:20][C:21]1[CH:22]=[C:23]([C:27]2[CH:32]=[CH:31][C:30]([C:33]([NH:1][C:2]3[CH:3]=[CH:4][C:5]([O:18][CH3:19])=[C:6]([NH:8][C:9](=[O:17])[CH2:10][N:11]4[CH2:16][CH2:15][O:14][CH2:13][CH2:12]4)[CH:7]=3)=[O:34])=[CH:29][CH:28]=2)[CH:24]=[CH:25][CH:26]=1. Given the reactants [NH2:1][C:2]1[CH:3]=[CH:4][C:5]([O:18][CH3:19])=[C:6]([NH:8][C:9](=[O:17])[CH2:10][N:11]2[CH2:16][CH2:15][O:14][CH2:13][CH2:12]2)[CH:7]=1.[Cl:20][C:21]1[CH:22]=[C:23]([C:27]2[CH:32]=[CH:31][C:30]([C:33](O)=[O:34])=[CH:29][CH:28]=2)[CH:24]=[CH:25][CH:26]=1.C(N(C(C)C)CC)(C)C, predict the reaction product.